Predict the reactants needed to synthesize the given product. From a dataset of Full USPTO retrosynthesis dataset with 1.9M reactions from patents (1976-2016). Given the product [C:20]([NH:23][C@H:24]([C:27]([N:64]([CH3:65])[C@@H:56]1[C:57]2[C:62](=[CH:61][CH:60]=[CH:59][CH:58]=2)[CH2:63][C@H:55]1[NH:54][C:52]([C:47]1[NH:48][C:49]2[C:45]([CH:46]=1)=[CH:44][C:43]([Cl:42])=[CH:51][CH:50]=2)=[O:53])=[O:29])[CH2:25][OH:26])(=[O:22])[CH3:21], predict the reactants needed to synthesize it. The reactants are: CCN(C(C)C)C(C)C.C1C=CC2N(O)N=NC=2C=1.[C:20]([NH:23][C@H:24]([C:27]([OH:29])=O)[CH2:25][OH:26])(=[O:22])[CH3:21].CCN=C=NCCCN(C)C.Cl.[Cl:42][C:43]1[CH:44]=[C:45]2[C:49](=[CH:50][CH:51]=1)[NH:48][C:47]([C:52]([NH:54][C@@H:55]1[CH2:63][C:62]3[C:57](=[CH:58][CH:59]=[CH:60][CH:61]=3)[C@H:56]1[NH:64][CH3:65])=[O:53])=[CH:46]2.C(O)(C(F)(F)F)=O.